Dataset: Full USPTO retrosynthesis dataset with 1.9M reactions from patents (1976-2016). Task: Predict the reactants needed to synthesize the given product. (1) Given the product [CH3:1][O:2][CH2:3][C@@H:4]([CH3:7])[CH2:5][O:6][S:16]([CH3:15])(=[O:18])=[O:17], predict the reactants needed to synthesize it. The reactants are: [CH3:1][O:2][CH2:3][C@@H:4]([CH3:7])[CH2:5][OH:6].C(N(CC)CC)C.[CH3:15][S:16](Cl)(=[O:18])=[O:17]. (2) Given the product [CH3:12][C:10]1[CH:11]=[C:2]2[C:3](=[C:8]([CH3:24])[CH:9]=1)[NH:4][C:5](=[O:7])[C:6]([CH:18]=[O:21])=[CH:1]2, predict the reactants needed to synthesize it. The reactants are: [CH3:1][C:2]1[CH:11]=[C:10]([CH3:12])[CH:9]=[CH:8][C:3]=1[NH:4][C:5](=[O:7])[CH3:6].P(Cl)(Cl)(Cl)=O.[C:18]([O-:21])([O-])=O.[Na+].[Na+].[CH3:24]N(C=O)C. (3) Given the product [Br:1][C:2]1[C:3]([C:9]([F:12])([F:11])[F:10])=[N:4][CH:5]=[C:6](/[CH:14]=[CH:13]/[O:15][CH2:16][CH3:17])[CH:7]=1, predict the reactants needed to synthesize it. The reactants are: [Br:1][C:2]1[C:3]([C:9]([F:12])([F:11])[F:10])=[N:4][CH:5]=[C:6](Br)[CH:7]=1.[CH2:13]([O:15]/[CH:16]=[CH:17]/B1OC(C)(C)C(C)(C)O1)[CH3:14].COCCOC.C(=O)([O-])[O-].[Na+].[Na+]. (4) Given the product [NH:18]1[C:19]2[C:24](=[CH:23][CH:22]=[CH:21][CH:20]=2)[C:16]([CH2:15][CH2:14][N:13]2[C:27](=[O:28])[C:26]([OH:25])=[C:32]([C:33](=[O:38])[C:34]([CH3:36])([CH3:35])[CH3:37])[CH:1]2[C:3]2[CH:12]=[CH:11][C:6]([C:7]([O:9][CH3:10])=[O:8])=[CH:5][CH:4]=2)=[CH:17]1, predict the reactants needed to synthesize it. The reactants are: [CH:1]([C:3]1[CH:12]=[CH:11][C:6]([C:7]([O:9][CH3:10])=[O:8])=[CH:5][CH:4]=1)=O.[NH2:13][CH2:14][CH2:15][C:16]1[C:24]2[C:19](=[CH:20][CH:21]=[CH:22][CH:23]=2)[NH:18][CH:17]=1.[OH:25]/[C:26](=[CH:32]\[C:33](=[O:38])[C:34]([CH3:37])([CH3:36])[CH3:35])/[C:27](OCC)=[O:28].